This data is from Peptide-MHC class I binding affinity with 185,985 pairs from IEDB/IMGT. The task is: Regression. Given a peptide amino acid sequence and an MHC pseudo amino acid sequence, predict their binding affinity value. This is MHC class I binding data. The peptide sequence is RPPGCTFPA. The MHC is HLA-A31:01 with pseudo-sequence HLA-A31:01. The binding affinity (normalized) is 0.0847.